This data is from Full USPTO retrosynthesis dataset with 1.9M reactions from patents (1976-2016). The task is: Predict the reactants needed to synthesize the given product. (1) Given the product [C:39]([O:38][C:36](=[O:37])[C@@H:35]([NH:43][C:44](=[O:55])[C:45]1[CH:50]=[CH:49][C:48]([C:51]([CH3:54])([CH3:53])[CH3:52])=[CH:47][CH:46]=1)[CH2:34][C:31]1[CH:32]=[CH:33][C:28]([C:25]2[N:24]=[CH:23][C:22]([C:1]([OH:3])=[O:2])=[CH:27][N:26]=2)=[CH:29][CH:30]=1)([CH3:42])([CH3:41])[CH3:40], predict the reactants needed to synthesize it. The reactants are: [CH:1]([O-:3])=[O:2].[Li+].CCN(C(C)C)C(C)C.C(OC(=O)C)(=O)C.Br[C:22]1[CH:23]=[N:24][C:25]([C:28]2[CH:33]=[CH:32][C:31]([CH2:34][C@H:35]([NH:43][C:44](=[O:55])[C:45]3[CH:50]=[CH:49][C:48]([C:51]([CH3:54])([CH3:53])[CH3:52])=[CH:47][CH:46]=3)[C:36]([O:38][C:39]([CH3:42])([CH3:41])[CH3:40])=[O:37])=[CH:30][CH:29]=2)=[N:26][CH:27]=1. (2) Given the product [OH:2][C:3]1[CH:4]=[CH:5][C:6]([CH2:9][CH:10]([CH2:16][C:17]2[CH:18]=[CH:19][CH:20]=[CH:21][CH:22]=2)[CH2:11][C:12]([O:14][CH3:15])=[O:13])=[CH:7][CH:8]=1, predict the reactants needed to synthesize it. The reactants are: C[O:2][C:3]1[CH:8]=[CH:7][C:6]([CH2:9][CH:10]([CH2:16][C:17]2[CH:22]=[CH:21][CH:20]=[CH:19][CH:18]=2)[CH2:11][C:12]([O:14][CH3:15])=[O:13])=[CH:5][CH:4]=1.COC1C=CC(CC(CCC2C=CC=CC=2)CC(OC)=O)=CC=1.